From a dataset of Reaction yield outcomes from USPTO patents with 853,638 reactions. Predict the reaction yield, written as a fraction of the theoretical maximum amount of product (1.0 means a 100% yield; for example, 0.34 means a 34% yield). (1) The reactants are [NH2:1][C:2]1[CH:9]=[CH:8][CH:7]=[C:6]([O:10][CH2:11][CH2:12][O:13][CH2:14][CH2:15][O:16][CH2:17][CH3:18])[C:3]=1[C:4]#[N:5].[S:19](Cl)(=[O:22])(=[O:21])[NH2:20]. No catalyst specified. The product is [S:19]([NH:1][C:2]1[CH:9]=[CH:8][CH:7]=[C:6]([O:10][CH2:11][CH2:12][O:13][CH2:14][CH2:15][O:16][CH2:17][CH3:18])[C:3]=1[C:4]#[N:5])(=[O:22])(=[O:21])[NH2:20]. The yield is 0.690. (2) The reactants are N[C:2]1[CH:7]=[CH:6][C:5]([C:8]2[O:12][C:11]([CH3:14])([CH3:13])[C:10](=[O:15])[C:9]=2[C:16]2[CH:21]=[CH:20][C:19]([O:22][CH2:23][C:24]3[CH:33]=[CH:32][C:31]4[C:26](=[CH:27][CH:28]=[CH:29][CH:30]=4)[N:25]=3)=[CH:18][CH:17]=2)=[CH:4][CH:3]=1.Cl.N([O-])=O.[Na+]. The catalyst is C(#N)C.O. The product is [CH3:13][C:11]1([CH3:14])[C:10](=[O:15])[C:9]([C:16]2[CH:17]=[CH:18][C:19]([O:22][CH2:23][C:24]3[CH:33]=[CH:32][C:31]4[C:26](=[CH:27][CH:28]=[CH:29][CH:30]=4)[N:25]=3)=[CH:20][CH:21]=2)=[C:8]([C:5]2[CH:6]=[CH:7][CH:2]=[CH:3][CH:4]=2)[O:12]1. The yield is 0.230. (3) The reactants are C([O:3][C:4](=[O:36])[CH2:5][NH:6][C:7]1[N:8]([CH2:33][CH2:34][CH3:35])[C:9](=[O:32])[C:10]2[NH:11][C:12]([C:16]3[CH:17]=[N:18][N:19]([CH2:21][C:22]4[CH:27]=[CH:26][CH:25]=[C:24]([C:28]([F:31])([F:30])[F:29])[CH:23]=4)[CH:20]=3)=[N:13][C:14]=2[N:15]=1)C.[OH-].[Li+]. The catalyst is C1COCC1.CO.O. The product is [O:32]=[C:9]1[N:8]([CH2:33][CH2:34][CH3:35])[C:7]([NH:6][CH2:5][C:4]([OH:36])=[O:3])=[N:15][C:14]2[N:13]=[C:12]([C:16]3[CH:17]=[N:18][N:19]([CH2:21][C:22]4[CH:27]=[CH:26][CH:25]=[C:24]([C:28]([F:31])([F:30])[F:29])[CH:23]=4)[CH:20]=3)[NH:11][C:10]1=2. The yield is 0.460. (4) The reactants are [Cl:1][C:2]1[CH:7]=[C:6]([N+:8]([O-])=O)[CH:5]=[C:4]([Cl:11])[C:3]=1[S:12][C:13]1[S:14][C:15]2[CH:21]=[CH:20][C:19]([C:22]([F:25])([F:24])[F:23])=[CH:18][C:16]=2[N:17]=1.O.O.[Sn](Cl)(Cl)(Cl)Cl.[OH-].[Na+]. The catalyst is CCOC(C)=O. The product is [Cl:11][C:4]1[CH:5]=[C:6]([NH2:8])[CH:7]=[C:2]([Cl:1])[C:3]=1[S:12][C:13]1[S:14][C:15]2[CH:21]=[CH:20][C:19]([C:22]([F:25])([F:23])[F:24])=[CH:18][C:16]=2[N:17]=1. The yield is 0.960. (5) The catalyst is Cl[Pd](Cl)([P](C1C=CC=CC=1)(C1C=CC=CC=1)C1C=CC=CC=1)[P](C1C=CC=CC=1)(C1C=CC=CC=1)C1C=CC=CC=1.[Cu](I)I.CCOC(C)=O. The yield is 0.290. The reactants are [CH2:1]([NH:4][S:5]([C:8]1[CH:13]=[CH:12][CH:11]=[CH:10][CH:9]=1)(=[O:7])=[O:6])[C:2]#[CH:3].I[C:15]1[CH:29]=[CH:28][C:18]([C:19]([NH:21][CH2:22][CH2:23][C:24]([F:27])([F:26])[F:25])=[O:20])=[CH:17][CH:16]=1.C(N(CC)CC)C.CN(C=O)C. The product is [C:8]1([S:5]([NH:4][CH2:1][C:2]#[C:3][C:15]2[CH:29]=[CH:28][C:18]([C:19]([NH:21][CH2:22][CH2:23][C:24]([F:26])([F:27])[F:25])=[O:20])=[CH:17][CH:16]=2)(=[O:7])=[O:6])[CH:13]=[CH:12][CH:11]=[CH:10][CH:9]=1. (6) The reactants are [F:1][C:2]1[CH:7]=[CH:6][CH:5]=[C:4]([F:8])[C:3]=1[N:9]1[C:14]2[N:15]=[C:16]([NH:28][CH2:29][CH2:30][N:31]([CH3:33])[CH3:32])[N:17]=[C:18]([C:19]3[CH:20]=[C:21]([CH:25]=[CH:26][CH:27]=3)[C:22]([OH:24])=O)[C:13]=2[CH2:12][NH:11][C:10]1=[O:34].[CH2:35]([NH2:38])[CH2:36][CH3:37].CN(C(ON1N=NC2C=CC=NC1=2)=[N+](C)C)C.F[P-](F)(F)(F)(F)F.C(N(C(C)C)CC)(C)C. The catalyst is C(Cl)Cl.O. The product is [F:8][C:4]1[CH:5]=[CH:6][CH:7]=[C:2]([F:1])[C:3]=1[N:9]1[C:14]2[N:15]=[C:16]([NH:28][CH2:29][CH2:30][N:31]([CH3:32])[CH3:33])[N:17]=[C:18]([C:19]3[CH:20]=[C:21]([CH:25]=[CH:26][CH:27]=3)[C:22]([NH:38][CH2:35][CH2:36][CH3:37])=[O:24])[C:13]=2[CH2:12][NH:11][C:10]1=[O:34]. The yield is 0.310. (7) The reactants are [Cl:1][C:2]1[C:7]([Cl:8])=[CH:6][CH:5]=[CH:4][C:3]=1[C:9]([Cl:12])(Cl)Cl.[OH2:13]. The catalyst is [Cl-].[Cl-].[Zn+2].ClC1C(Cl)=CC=CC=1C(O)=O. The product is [Cl:1][C:2]1[C:7]([Cl:8])=[CH:6][CH:5]=[CH:4][C:3]=1[C:9]([Cl:12])=[O:13]. The yield is 0.885.